Dataset: Full USPTO retrosynthesis dataset with 1.9M reactions from patents (1976-2016). Task: Predict the reactants needed to synthesize the given product. Given the product [CH2:1]([O:3][C:4](=[O:19])[C:5]1[CH:10]=[C:9]([C:11]([F:14])([F:13])[F:12])[C:8]([CH2:15][N:25]2[CH2:24][CH2:23][N:22]3[CH2:26][CH2:27][CH2:28][C@H:21]3[CH2:20]2)=[C:7]([Cl:17])[C:6]=1[NH2:18])[CH3:2], predict the reactants needed to synthesize it. The reactants are: [CH2:1]([O:3][C:4](=[O:19])[C:5]1[CH:10]=[C:9]([C:11]([F:14])([F:13])[F:12])[C:8]([CH:15]=O)=[C:7]([Cl:17])[C:6]=1[NH2:18])[CH3:2].[CH2:20]1[NH:25][CH2:24][CH2:23][N:22]2[CH2:26][CH2:27][CH2:28][C@@H:21]12.